This data is from Forward reaction prediction with 1.9M reactions from USPTO patents (1976-2016). The task is: Predict the product of the given reaction. (1) Given the reactants [F:1][C:2]1[C:7]([C:8]2[N:28]=[C:11]3[CH:12]=[C:13]([NH:16][C:17]([C:19]4[N:23]([CH3:24])[N:22]=[CH:21][C:20]=4[C:25](O)=[O:26])=[O:18])[CH:14]=[CH:15][N:10]3[N:9]=2)=[CH:6][CH:5]=[CH:4][N:3]=1.[NH:29]1[CH2:32][CH2:31][CH2:30]1, predict the reaction product. The product is: [F:1][C:2]1[C:7]([C:8]2[N:28]=[C:11]3[CH:12]=[C:13]([NH:16][C:17]([C:19]4[N:23]([CH3:24])[N:22]=[CH:21][C:20]=4[C:25]([N:29]4[CH2:32][CH2:31][CH2:30]4)=[O:26])=[O:18])[CH:14]=[CH:15][N:10]3[N:9]=2)=[CH:6][CH:5]=[CH:4][N:3]=1. (2) Given the reactants C[O:2][C:3](=O)[CH2:4][CH2:5][CH:6]1[CH2:10][CH2:9][CH2:8][N:7]1[S:11]([C:14]1[CH:19]=[CH:18][C:17]([CH3:20])=[CH:16][CH:15]=1)(=[O:13])=[O:12].[H-].[Al+3].[Li+].[H-].[H-].[H-].C(OCC)C.CCCCCC, predict the reaction product. The product is: [C:17]1([CH3:20])[CH:16]=[CH:15][C:14]([S:11]([N:7]2[CH2:8][CH2:9][CH2:10][CH:6]2[CH2:5][CH2:4][CH2:3][OH:2])(=[O:12])=[O:13])=[CH:19][CH:18]=1. (3) Given the reactants [Cl:1][C:2]1[CH:9]=[CH:8][C:5]([CH2:6][NH2:7])=[C:4]([C:10]([F:13])([F:12])[F:11])[CH:3]=1.ClC(Cl)(O[C:18](=[O:24])[O:19][C:20](Cl)(Cl)Cl)Cl.[N-:26]=[C:27]=[O:28], predict the reaction product. The product is: [Cl:1][C:2]1[CH:9]=[CH:8][C:5]([CH2:6][NH:7][C:27]([NH:26][C:5]2[C:6]3[NH:7][C:18](=[O:24])[O:19][C:20]=3[CH:2]=[CH:3][CH:4]=2)=[O:28])=[C:4]([C:10]([F:11])([F:12])[F:13])[CH:3]=1.